Dataset: Peptide-MHC class II binding affinity with 134,281 pairs from IEDB. Task: Regression. Given a peptide amino acid sequence and an MHC pseudo amino acid sequence, predict their binding affinity value. This is MHC class II binding data. (1) The peptide sequence is HGSPTFWMGSHEVNG. The MHC is DRB3_0202 with pseudo-sequence DRB3_0202. The binding affinity (normalized) is 0.322. (2) The peptide sequence is KKPTGKVTLEADVILPI. The MHC is DRB1_0901 with pseudo-sequence DRB1_0901. The binding affinity (normalized) is 0.508.